Dataset: Full USPTO retrosynthesis dataset with 1.9M reactions from patents (1976-2016). Task: Predict the reactants needed to synthesize the given product. (1) The reactants are: [Br:1][C:2]1[C:7]([F:8])=[CH:6][C:5]([F:9])=[CH:4][C:3]=1[CH2:10][CH2:11][C:12]([OH:14])=O.ClS(O)(=O)=O. Given the product [Br:1][C:2]1[C:7]([F:8])=[CH:6][C:5]([F:9])=[C:4]2[C:3]=1[CH2:10][CH2:11][C:12]2=[O:14], predict the reactants needed to synthesize it. (2) Given the product [Cl:1][C:2]1[N:3]=[C:4]2[CH:9]=[CH:8][CH:7]=[CH:20][N:5]2[C:10]=1[C:11]1[CH:16]=[C:15]([Cl:17])[N:14]=[C:13]([CH3:18])[N:12]=1, predict the reactants needed to synthesize it. The reactants are: [Cl:1][C:2]1[N:3]=[C:4]2[CH:9]=[CH:8][CH:7]=N[N:5]2[C:10]=1[C:11]1[CH:16]=[C:15]([Cl:17])[N:14]=[C:13]([CH3:18])[N:12]=1.F[C:20](F)(F)C(O)=O. (3) Given the product [CH2:27]([C:2]1[CH:3]=[CH:4][C:5]([C:8]#[C:9][C:10]2[CH:24]=[CH:23][C:13]([CH2:14][N:15]3[CH2:18][CH:17]([C:19]([O:21][CH2:22][C:10]4[CH:24]=[CH:23][CH:13]=[CH:12][CH:11]=4)=[O:20])[CH2:16]3)=[CH:12][C:11]=2[F:25])=[N:6][CH:7]=1)[C:28]1[CH:33]=[CH:32][CH:31]=[CH:30][CH:29]=1, predict the reactants needed to synthesize it. The reactants are: Br[C:2]1[CH:3]=[CH:4][C:5]([C:8]#[C:9][C:10]2[CH:24]=[CH:23][C:13]([CH2:14][N:15]3[CH2:18][CH:17]([C:19]([O:21][CH3:22])=[O:20])[CH2:16]3)=[CH:12][C:11]=2[F:25])=[N:6][CH:7]=1.[Br-].[CH2:27]([Zn+])[C:28]1[CH:33]=[CH:32][CH:31]=[CH:30][CH:29]=1. (4) The reactants are: [C:1]([O:5][C:6]([N:8]1[CH2:12][C:11](=O)[CH2:10][CH:9]1[CH2:14][O:15][C:16](=[O:21])[C:17]([CH3:20])([CH3:19])[CH3:18])=[O:7])([CH3:4])([CH3:3])[CH3:2].[CH2:22]([NH2:29])[C:23]1[CH:28]=[CH:27][CH:26]=[CH:25][CH:24]=1.[BH-](OC(C)=O)(OC(C)=O)OC(C)=O.[Na+].CC(O)=O. Given the product [C:1]([O:5][C:6]([N:8]1[CH2:12][C@H:11]([NH:29][CH2:22][C:23]2[CH:28]=[CH:27][CH:26]=[CH:25][CH:24]=2)[CH2:10][C@H:9]1[CH2:14][O:15][C:16](=[O:21])[C:17]([CH3:20])([CH3:19])[CH3:18])=[O:7])([CH3:4])([CH3:3])[CH3:2], predict the reactants needed to synthesize it. (5) Given the product [CH3:1][O:2][CH2:3][CH2:4][O:5][C:10](=[O:11])[O:9][CH:7]([Cl:6])[CH3:8], predict the reactants needed to synthesize it. The reactants are: [CH3:1][O:2][CH2:3][CH2:4][OH:5].[Cl:6][CH:7]([O:9][C:10](Cl)=[O:11])[CH3:8].